The task is: Predict the reaction yield, written as a fraction of the theoretical maximum amount of product (1.0 means a 100% yield; for example, 0.34 means a 34% yield).. This data is from Reaction yield outcomes from USPTO patents with 853,638 reactions. The reactants are [C:1]([NH:7][C:8](=[O:30])[NH:9][C:10]1[N:15]=[CH:14][C:13]([O:16][C:17]2[CH:22]=[CH:21][N:20]=[C:19]([NH:23][C:24](=O)[O:25]C(C)=C)[CH:18]=2)=[CH:12][CH:11]=1)(=[O:6])[C:2]([CH3:5])([CH3:4])[CH3:3].[CH2:31]([N:33]1[CH2:38][CH2:37][NH:36][CH2:35][CH2:34]1)[CH3:32].CN1CCCC1. The catalyst is O1CCOCC1.CC#N.O. The product is [CH2:31]([N:33]1[CH2:38][CH2:37][N:36]([C:24]([NH:23][C:19]2[CH:18]=[C:17]([O:16][C:13]3[CH:14]=[N:15][C:10]([NH:9][C:8]([NH:7][C:1](=[O:6])[C:2]([CH3:5])([CH3:4])[CH3:3])=[O:30])=[CH:11][CH:12]=3)[CH:22]=[CH:21][N:20]=2)=[O:25])[CH2:35][CH2:34]1)[CH3:32]. The yield is 0.320.